This data is from Catalyst prediction with 721,799 reactions and 888 catalyst types from USPTO. The task is: Predict which catalyst facilitates the given reaction. (1) Reactant: C(NC(C)C)(C)C.C([Li])CCC.[Cl:13][C:14]1[CH:33]=[CH:32][C:17]2/[C:18](=[CH:28]/[C:29]([OH:31])=[O:30])/[C:19]3[S:20][CH:21]=[CH:22][C:23]=3[C:24]([O:26][CH3:27])=[N:25][C:16]=2[CH:15]=1.[Cl:34]C(Cl)(Cl)C(Cl)(Cl)Cl. Product: [Cl:34][C:21]1[S:20][C:19]2/[C:18](=[CH:28]\[C:29]([OH:31])=[O:30])/[C:17]3[CH:32]=[CH:33][C:14]([Cl:13])=[CH:15][C:16]=3[N:25]=[C:24]([O:26][CH3:27])[C:23]=2[CH:22]=1. The catalyst class is: 30. (2) Reactant: [C:1]([C:3]1[CH:8]=[CH:7][C:6]([CH2:9][CH2:10][C:11]2[N:15]([CH3:16])[C:14]3[CH:17]=[CH:18][C:19]([NH:21][CH2:22][C:23]4[C:32]5[C:27](=[CH:28][CH:29]=[CH:30][CH:31]=5)[CH:26]=[CH:25][CH:24]=4)=[CH:20][C:13]=3[N:12]=2)=[CH:5][CH:4]=1)#[N:2].CN1CCOCC1.[Cl:40][CH2:41][C:42](Cl)=[O:43]. Product: [C:1]([C:3]1[CH:4]=[CH:5][C:6]([CH2:9][CH2:10][C:11]2[N:15]([CH3:16])[C:14]3[CH:17]=[CH:18][C:19]([N:21]([CH2:22][C:23]4[C:32]5[C:27](=[CH:28][CH:29]=[CH:30][CH:31]=5)[CH:26]=[CH:25][CH:24]=4)[C:42](=[O:43])[CH2:41][Cl:40])=[CH:20][C:13]=3[N:12]=2)=[CH:7][CH:8]=1)#[N:2]. The catalyst class is: 4. (3) Reactant: [Cl:1][C:2]1[CH:7]=[CH:6][C:5]([CH2:8]Cl)=[CH:4][N:3]=1.[OH:10][C:11]1[CH:12]=[C:13]2[C:18](=[CH:19][CH:20]=1)[NH:17][C:16](=[O:21])[CH:15]=[CH:14]2.C([O-])([O-])=O.[K+].[K+].[I-].[K+]. Product: [Cl:1][C:2]1[N:3]=[CH:4][C:5]([CH2:8][O:10][C:11]2[CH:12]=[C:13]3[C:18](=[CH:19][CH:20]=2)[NH:17][C:16](=[O:21])[CH:15]=[CH:14]3)=[CH:6][CH:7]=1. The catalyst class is: 3. (4) Reactant: C(N(CC)C(C)C)(C)C.[F:10][C:11]([F:22])([F:21])[CH2:12]OS(C(F)(F)F)(=O)=O.[C:23]1([S:29]([N:32]2[C:36]3[CH:37]=[N:38][C:39]([C:48]#[N:49])=[C:40]([CH2:41][CH:42]4[CH2:47][CH2:46][NH:45][CH2:44][CH2:43]4)[C:35]=3[C:34]3[CH:50]=[CH:51][CH:52]=[N:53][C:33]2=3)(=[O:31])=[O:30])[CH:28]=[CH:27][CH:26]=[CH:25][CH:24]=1. Product: [C:23]1([S:29]([N:32]2[C:36]3[CH:37]=[N:38][C:39]([C:48]#[N:49])=[C:40]([CH2:41][CH:42]4[CH2:47][CH2:46][N:45]([CH2:12][C:11]([F:10])([F:21])[F:22])[CH2:44][CH2:43]4)[C:35]=3[C:34]3[CH:50]=[CH:51][CH:52]=[N:53][C:33]2=3)(=[O:31])=[O:30])[CH:24]=[CH:25][CH:26]=[CH:27][CH:28]=1. The catalyst class is: 1. (5) Reactant: Cl.[NH2:2][CH2:3][C:4]([C:6]1[CH:11]=[CH:10][C:9]([O:12][C:13]([F:16])([F:15])[F:14])=[CH:8][CH:7]=1)=O.[N-:17]=[C:18]=[S:19].[K+]. Product: [F:14][C:13]([F:16])([F:15])[O:12][C:9]1[CH:10]=[CH:11][C:6]([C:4]2[NH:17][C:18](=[S:19])[NH:2][CH:3]=2)=[CH:7][CH:8]=1. The catalyst class is: 223. (6) The catalyst class is: 395. Reactant: [CH3:1][O:2][C:3]([C:5]1[N:6]=[N:7][C:8]([Cl:12])=[CH:9][C:10]=1Cl)=[O:4].[NH2:13][C:14]1[CH:19]=[CH:18][C:17]([CH3:20])=[CH:16][CH:15]=1.C(N(CC)C(C)C)(C)C.C(OCC)(=O)C. Product: [CH3:1][O:2][C:3]([C:5]1[N:6]=[N:7][C:8]([Cl:12])=[CH:9][C:10]=1[NH:13][C:14]1[CH:19]=[CH:18][C:17]([CH3:20])=[CH:16][CH:15]=1)=[O:4]. (7) Reactant: [C:1]1([C:7]#[C:8][C:9]2[C:10]([C:18]([F:21])([F:20])[F:19])=[N:11][NH:12][C:13]=2[NH:14]C(=O)C)[CH:6]=[CH:5][CH:4]=[CH:3][CH:2]=1. Product: [C:1]1([C:7]#[C:8][C:9]2[C:10]([C:18]([F:20])([F:21])[F:19])=[N:11][NH:12][C:13]=2[NH2:14])[CH:6]=[CH:5][CH:4]=[CH:3][CH:2]=1. The catalyst class is: 494. (8) Reactant: [Br:1][C:2]1[CH:3]=[CH:4][C:5]([O:11][C:12]2[CH:17]=[CH:16][CH:15]=[C:14]([F:18])[N:13]=2)=[C:6]([CH:10]=1)[C:7]([OH:9])=O.CN(C(ON1N=NC2C=CC=CC1=2)=[N+](C)C)C.[B-](F)(F)(F)F.[CH2:41]([NH:43][CH2:44][CH3:45])[CH3:42]. Product: [Br:1][C:2]1[CH:3]=[CH:4][C:5]([O:11][C:12]2[CH:17]=[CH:16][CH:15]=[C:14]([F:18])[N:13]=2)=[C:6]([CH:10]=1)[C:7]([N:43]([CH2:44][CH3:45])[CH2:41][CH3:42])=[O:9]. The catalyst class is: 3. (9) Reactant: [F:1][C:2]1[CH:7]=[CH:6][C:5]([C:8]2[N:9]=[C:10]3[N:14]([C:15]=2[C:16]2[CH:21]=[CH:20][N:19]=[C:18](SC)[N:17]=2)[CH:13]=[CH:12][S:11]3)=[CH:4][CH:3]=1.F[C:25]1C=CC(C2N=C3N(C=2)C=CS3)=CC=1.O[O:40][S:41]([O-:43])=O.[K+]. Product: [F:1][C:2]1[CH:7]=[CH:6][C:5]([C:8]2[N:9]=[C:10]3[N:14]([C:15]=2[C:16]2[CH:21]=[CH:20][N:19]=[C:18]([S:41]([CH3:25])(=[O:43])=[O:40])[N:17]=2)[CH:13]=[CH:12][S:11]3)=[CH:4][CH:3]=1. The catalyst class is: 24. (10) The catalyst class is: 22. Reactant: [C:1]([O:5][C:6](=[O:21])[NH:7][C@H:8]([C:10]1[CH:15]=[CH:14][C:13]([C:16](=[O:20])[CH2:17][NH:18][CH3:19])=[CH:12][CH:11]=1)[CH3:9])([CH3:4])([CH3:3])[CH3:2].[CH:22](=O)[C:23]1[CH:28]=[CH:27][CH:26]=[CH:25][CH:24]=1.C(O[BH-](OC(=O)C)OC(=O)C)(=O)C.[Na+].C(=O)([O-])O.[Na+]. Product: [C:1]([O:5][C:6](=[O:21])[NH:7][C@H:8]([C:10]1[CH:11]=[CH:12][C:13]([C:16](=[O:20])[CH2:17][N:18]([CH2:22][C:23]2[CH:28]=[CH:27][CH:26]=[CH:25][CH:24]=2)[CH3:19])=[CH:14][CH:15]=1)[CH3:9])([CH3:2])([CH3:4])[CH3:3].